The task is: Predict the reaction yield, written as a fraction of the theoretical maximum amount of product (1.0 means a 100% yield; for example, 0.34 means a 34% yield).. This data is from Reaction yield outcomes from USPTO patents with 853,638 reactions. (1) The reactants are Cl.[CH3:2][O:3][C:4]([C:6]12[CH2:15][CH:10]3[CH2:11][CH:12]([CH2:14][C:8]([NH2:16])([CH2:9]3)[CH2:7]1)[CH2:13]2)=[O:5].C(N(CC)CC)C.Cl.[N:25]1[CH:30]=[CH:29][CH:28]=[CH:27][C:26]=1[C:31](Cl)=[O:32].C(=O)(O)[O-].[Na+]. The catalyst is C(Cl)Cl. The product is [CH3:2][O:3][C:4]([C:6]12[CH2:15][CH:10]3[CH2:11][CH:12]([CH2:14][C:8]([NH:16][C:31]([C:26]4[CH:27]=[CH:28][CH:29]=[CH:30][N:25]=4)=[O:32])([CH2:9]3)[CH2:7]1)[CH2:13]2)=[O:5]. The yield is 0.970. (2) The reactants are [C:1]([O:5][C:6](=[O:19])[NH:7][CH2:8][CH2:9][C:10]1[CH:15]=[CH:14][CH:13]=[C:12]([N+:16]([O-])=O)[CH:11]=1)([CH3:4])([CH3:3])[CH3:2]. The catalyst is CO.[Pd]. The product is [C:1]([O:5][C:6](=[O:19])[NH:7][CH2:8][CH2:9][C:10]1[CH:15]=[CH:14][CH:13]=[C:12]([NH2:16])[CH:11]=1)([CH3:4])([CH3:2])[CH3:3]. The yield is 0.900. (3) The reactants are [Cl:1][C:2]1[C:11]2[C:6](=[CH:7][C:8]([OH:14])=[C:9]([O:12][CH3:13])[CH:10]=2)[N:5]=[CH:4][N:3]=1.C1(P(C2C=CC=CC=2)C2C=CC=CC=2)C=CC=CC=1.[F:34][CH2:35][CH2:36][N:37]1[CH2:42][CH2:41][N:40]([CH2:43][CH2:44][CH2:45]O)[CH2:39][CH2:38]1.N(C(OC(C)C)=O)=NC(OC(C)C)=O. The catalyst is C(Cl)Cl. The product is [Cl:1][C:2]1[C:11]2[C:6](=[CH:7][C:8]([O:14][CH2:45][CH2:44][CH2:43][N:40]3[CH2:39][CH2:38][N:37]([CH2:36][CH2:35][F:34])[CH2:42][CH2:41]3)=[C:9]([O:12][CH3:13])[CH:10]=2)[N:5]=[CH:4][N:3]=1. The yield is 0.570.